Dataset: Full USPTO retrosynthesis dataset with 1.9M reactions from patents (1976-2016). Task: Predict the reactants needed to synthesize the given product. (1) Given the product [CH3:20][O:19][C:15]1[CH:14]=[C:13]2[C:18]([C:9]([O:3][CH2:4][C:5]([OH:7])=[O:6])=[CH:10][CH:11]=[N:12]2)=[CH:17][CH:16]=1, predict the reactants needed to synthesize it. The reactants are: [OH-].[K+].[OH:3][CH2:4][C:5]([OH:7])=[O:6].Cl[C:9]1[C:18]2[C:13](=[CH:14][C:15]([O:19][CH3:20])=[CH:16][CH:17]=2)[N:12]=[CH:11][CH:10]=1.Cl. (2) The reactants are: Br[CH2:2][C:3]([C:5]1[CH:10]=[C:9]([Br:11])[CH:8]=[CH:7][C:6]=1[O:12][CH3:13])=O.[N:14]1([C:19]2[CH:24]=[CH:23][C:22]([NH:25][C:26]([NH2:28])=[S:27])=[CH:21][C:20]=2[O:29][CH3:30])[CH:18]=[CH:17][N:16]=[CH:15]1. Given the product [Br:11][C:9]1[CH:8]=[CH:7][C:6]([O:12][CH3:13])=[C:5]([C:3]2[N:28]=[C:26]([NH:25][C:22]3[CH:23]=[CH:24][C:19]([N:14]4[CH:18]=[CH:17][N:16]=[CH:15]4)=[C:20]([O:29][CH3:30])[CH:21]=3)[S:27][CH:2]=2)[CH:10]=1, predict the reactants needed to synthesize it. (3) The reactants are: [B:1]([C:4]1[C:12]([F:13])=[CH:11][C:7]([C:8]([OH:10])=[O:9])=[CH:6][C:5]=1[O:14][CH2:15][CH3:16])([OH:3])[OH:2].[CH3:17][C:18](O)([C:20]([CH3:23])(O)[CH3:21])[CH3:19]. Given the product [CH2:15]([O:14][C:5]1[CH:6]=[C:7]([CH:11]=[C:12]([F:13])[C:4]=1[B:1]1[O:2][C:20]([CH3:23])([CH3:21])[C:18]([CH3:19])([CH3:17])[O:3]1)[C:8]([OH:10])=[O:9])[CH3:16], predict the reactants needed to synthesize it. (4) Given the product [CH3:12][O:1][C:2]1[CH:7]=[CH:6][C:5]([C:8](=[O:10])[CH3:9])=[CH:4][C:3]=1[CH3:11], predict the reactants needed to synthesize it. The reactants are: [OH:1][C:2]1[CH:7]=[CH:6][C:5]([C:8](=[O:10])[CH3:9])=[CH:4][C:3]=1[CH3:11].[C:12](=O)([O-])[O-].[K+].[K+].CI.O. (5) Given the product [CH3:1][C:11]1([C:15]([O:17][CH2:18][CH3:19])=[O:16])[CH2:12][CH2:13][CH2:14][N:9]([C:20]([O:22][C:23]([CH3:25])([CH3:24])[CH3:26])=[O:21])[CH2:10]1, predict the reactants needed to synthesize it. The reactants are: [CH:1]([N-]C(C)C)(C)C.[Li+].[N:9]1([C:20]([O:22][C:23]([CH3:26])([CH3:25])[CH3:24])=[O:21])[CH2:14][CH2:13][CH2:12][CH:11]([C:15]([O:17][CH2:18][CH3:19])=[O:16])[CH2:10]1.CI. (6) Given the product [F:1][C:2]([F:16])([C:8]1[CH:13]=[CH:12][CH:11]=[CH:10][C:9]=1[O:14][CH3:15])[C:3]([OH:5])=[O:4], predict the reactants needed to synthesize it. The reactants are: [F:1][C:2]([F:16])([C:8]1[CH:13]=[CH:12][CH:11]=[CH:10][C:9]=1[O:14][CH3:15])[C:3]([O:5]CC)=[O:4].CO.O.O.[OH-].[Li+]. (7) Given the product [CH:3]([C:5]1[CH:6]=[CH:7][C:8]([O:13][C:14]2[CH:19]=[CH:18][CH:17]=[C:16]([C:20]([F:23])([F:22])[F:21])[CH:15]=2)=[C:9]([CH:12]=1)[C:10]#[N:11])=[CH2:24], predict the reactants needed to synthesize it. The reactants are: [H-].[Na+].[CH:3]([C:5]1[CH:6]=[CH:7][C:8]([O:13][C:14]2[CH:19]=[CH:18][CH:17]=[C:16]([C:20]([F:23])([F:22])[F:21])[CH:15]=2)=[C:9]([CH:12]=1)[C:10]#[N:11])=O.[CH2:24]1COCC1. (8) Given the product [C:1]([NH:4][CH:5]([CH2:9][C:10]1[CH:15]=[CH:14][C:13]([O:16][CH3:17])=[CH:12][C:11]=1[F:18])[C:6]([OH:8])=[O:7])(=[O:3])[CH3:2], predict the reactants needed to synthesize it. The reactants are: [C:1]([NH:4]/[C:5](=[CH:9]\[C:10]1[CH:15]=[CH:14][C:13]([O:16][CH3:17])=[CH:12][C:11]=1[F:18])/[C:6]([OH:8])=[O:7])(=[O:3])[CH3:2]. (9) Given the product [Cl:20][C:21]1[CH:22]=[C:23]([N:29]([CH3:35])[C:30]([CH:32]2[CH2:33][CH2:34]2)=[O:31])[CH:24]=[N:25][C:26]=1[NH:27][NH:28][C:18]([NH:17][CH:16]1[C:11]2[CH:12]=[N:13][CH:14]=[CH:15][C:10]=2[CH2:9][CH2:8][C:7]2[C:2]([F:1])=[CH:3][CH:4]=[CH:5][C:6]1=2)=[S:19], predict the reactants needed to synthesize it. The reactants are: [F:1][C:2]1[C:7]2[CH2:8][CH2:9][C:10]3[CH:15]=[CH:14][N:13]=[CH:12][C:11]=3[CH:16]([N:17]=[C:18]=[S:19])[C:6]=2[CH:5]=[CH:4][CH:3]=1.[Cl:20][C:21]1[CH:22]=[C:23]([N:29]([CH3:35])[C:30]([CH:32]2[CH2:34][CH2:33]2)=[O:31])[CH:24]=[N:25][C:26]=1[NH:27][NH2:28]. (10) Given the product [CH3:18][N:13]1[CH2:12][CH:11]=[C:10]([C:7]2[CH:8]=[CH:9][C:4]([N+:1]([O-:3])=[O:2])=[N:5][CH:6]=2)[CH2:15][CH2:14]1, predict the reactants needed to synthesize it. The reactants are: [N+:1]([C:4]1[CH:9]=[CH:8][C:7]([C:10]2[CH2:11][CH2:12][NH:13][CH2:14][CH:15]=2)=[CH:6][N:5]=1)([O-:3])=[O:2].C=O.[C:18](O)(=O)C.